This data is from Forward reaction prediction with 1.9M reactions from USPTO patents (1976-2016). The task is: Predict the product of the given reaction. (1) Given the reactants Cl.Cl.[NH2:3][CH2:4][C:5]([N:7]1[CH2:12][CH2:11][C@H:10]([NH:13][CH2:14][C:15]2[CH:16]=[C:17]([C:23]3[CH:28]=[CH:27][C:26]([C:29]#[N:30])=[CH:25][CH:24]=3)[CH:18]=[CH:19][C:20]=2[O:21][CH3:22])[C@H:9]([C:31]2[CH:36]=[CH:35][CH:34]=[CH:33][CH:32]=2)[CH2:8]1)=[O:6].CCN(CC)CC.[CH3:44][S:45](Cl)(=[O:47])=[O:46].O, predict the reaction product. The product is: [C:29]([C:26]1[CH:25]=[CH:24][C:23]([C:17]2[CH:18]=[CH:19][C:20]([O:21][CH3:22])=[C:15]([CH2:14][NH:13][C@H:10]3[CH2:11][CH2:12][N:7]([C:5](=[O:6])[CH2:4][NH:3][S:45]([CH3:44])(=[O:47])=[O:46])[CH2:8][C@H:9]3[C:31]3[CH:32]=[CH:33][CH:34]=[CH:35][CH:36]=3)[CH:16]=2)=[CH:28][CH:27]=1)#[N:30]. (2) Given the reactants C1(=O)[NH:5]C(=O)C2=CC=CC=C12.C1(P(C2C=CC=CC=2)C2C=CC=CC=2)C=CC=CC=1.N(C(OC(C)C)=O)=NC(OC(C)C)=O.O[CH:46]1[CH2:51][CH2:50][CH2:49][N:48]([C:52]2[N:56]([CH2:57][CH:58]=[C:59]([CH3:61])[CH3:60])[C:55]([C:62]([NH:64][CH2:65][C:66]3[C:75]4[C:70](=[CH:71][CH:72]=[CH:73][CH:74]=4)[CH:69]=[CH:68][CH:67]=3)=[O:63])=[N:54][N:53]=2)[CH2:47]1, predict the reaction product. The product is: [NH2:5][CH:46]1[CH2:51][CH2:50][CH2:49][N:48]([C:52]2[N:56]([CH2:57][CH:58]=[C:59]([CH3:61])[CH3:60])[C:55]([C:62]([NH:64][CH2:65][C:66]3[C:75]4[C:70](=[CH:71][CH:72]=[CH:73][CH:74]=4)[CH:69]=[CH:68][CH:67]=3)=[O:63])=[N:54][N:53]=2)[CH2:47]1. (3) Given the reactants S(=O)(=O)(O)O.[N+:6]([O-:9])(O)=[O:7].[N:10]1[C:19]2[C:14](=[CH:15][CH:16]=[CH:17][CH:18]=2)[CH:13]=[C:12]([OH:20])[CH:11]=1.[OH-].[Na+], predict the reaction product. The product is: [N+:6]([C:15]1[CH:16]=[CH:17][CH:18]=[C:19]2[C:14]=1[CH:13]=[C:12]([OH:20])[CH:11]=[N:10]2)([O-:9])=[O:7]. (4) The product is: [CH:1]1([C@@H:7]2[NH:32][C:31](=[O:33])[O:30][CH2:29][C:28]([CH3:35])([CH3:34])[CH2:27][CH2:26][CH2:25][C:24]3[CH:36]=[C:37]4[C:21](=[CH:22][C:23]=3[O:38][CH3:39])[N:20]3[C:16](=[N:17][CH:18]=[CH:19]3)[CH:15]=[C:14]4[O:13][C@H:12]3[CH2:40][N:9]([C@H:10]([C:41]([OH:43])=[O:42])[CH2:11]3)[C:8]2=[O:45])[CH2:2][CH2:3][CH2:4][CH2:5][CH2:6]1. Given the reactants [CH:1]1([C@@H:7]2[NH:32][C:31](=[O:33])[O:30][CH2:29][C:28]([CH3:35])([CH3:34])[CH2:27][CH2:26][CH2:25][C:24]3[CH:36]=[C:37]4[C:21](=[CH:22][C:23]=3[O:38][CH3:39])[N:20]3[C:16](=[N:17][CH:18]=[CH:19]3)[CH:15]=[C:14]4[O:13][C@H:12]3[CH2:40][N:9]([C@H:10]([C:41]([O:43]C)=[O:42])[CH2:11]3)[C:8]2=[O:45])[CH2:6][CH2:5][CH2:4][CH2:3][CH2:2]1.[Li+].[OH-].Cl, predict the reaction product. (5) Given the reactants Cl[C:2]1[N:3]=[N:4][C:5]([C:8]2[CH:13]=[CH:12][CH:11]=[CH:10][C:9]=2[F:14])=[CH:6][CH:7]=1.[F-:15].[K+].C1OCCOCCOCCOCCOCCOC1.S1(CCCC1)(=O)=O, predict the reaction product. The product is: [F:15][C:2]1[N:3]=[N:4][C:5]([C:8]2[CH:13]=[CH:12][CH:11]=[CH:10][C:9]=2[F:14])=[CH:6][CH:7]=1.